From a dataset of Experimentally validated miRNA-target interactions with 360,000+ pairs, plus equal number of negative samples. Binary Classification. Given a miRNA mature sequence and a target amino acid sequence, predict their likelihood of interaction. (1) The miRNA is mmu-miR-3097-5p with sequence CACAGGUGGGAAGUGUGUGUCCA. The protein sequence of the target gene is MDLPVDEWKSYLLKKWASLPKSVQDTISTAETLSDIFLPSSSLLQPEDEMFLKELSSSYSVEKDNDAPLFYREEGNRKFQEKEYTDAAVLYSKGVSHSRPNTEDISLCYANRSAALFHLGQYEACLKDIVEAGMHGYPERLQPKMMVRKTECLVNLGRLQEARQTISDLESSLTAKPTLVLSSYQILQRNVQHLKIKIQEKETLPEPIPAALTNAFEDIALGEENTQISGASLSVSLCTHPLKGRHLVATKDILPGELLVKEDAFVSVLIPGEMPRPHHCLENKWDTRVTSGDLYCHRCL.... Result: 0 (no interaction). (2) The miRNA is hsa-miR-181a-2-3p with sequence ACCACUGACCGUUGACUGUACC. The protein sequence of the target gene is MGGKLSKKKKGYNVNDEKAKEKDKKAEGAATEEEGTPKESEPQAAAEPAEAKEGKEKPDQDAEGKAEEKEGEKDAAAAKEEAPKAEPEKTEGAAEAKAEPPKAPEQEQAAPGPAAGGEAPKAAEAAAAPAESAAPAAGEEPSKEEGEPKKTEAPAAPAAQETKSDGAPASDSKPGSSEAAPSSKETPAATEAPSSTPKAQGPAASAEEPKPVEAPAANSDQTVTVKE. Result: 1 (interaction).